Dataset: Full USPTO retrosynthesis dataset with 1.9M reactions from patents (1976-2016). Task: Predict the reactants needed to synthesize the given product. (1) Given the product [N:30]1[CH:31]=[CH:32][CH:33]=[C:28]([CH2:27][N:2]2[CH2:7][CH2:6][CH:5]([CH2:8][CH2:9][N:10]3[C:18]4([CH2:20][CH2:19]4)[C:17]4[CH:16]=[C:15]5[O:21][CH2:22][O:23][C:14]5=[CH:13][C:12]=4[C:11]3=[O:24])[CH2:4][CH2:3]2)[N:29]=1, predict the reactants needed to synthesize it. The reactants are: Cl.[NH:2]1[CH2:7][CH2:6][CH:5]([CH2:8][CH2:9][N:10]2[C:18]3([CH2:20][CH2:19]3)[C:17]3[CH:16]=[C:15]4[O:21][CH2:22][O:23][C:14]4=[CH:13][C:12]=3[C:11]2=[O:24])[CH2:4][CH2:3]1.Br.Br[CH2:27][C:28]1[N:29]=[N:30][CH:31]=[CH:32][CH:33]=1. (2) Given the product [Br:1][C:2]1[CH:10]=[CH:9][C:5]([C:6]([O:8][CH3:19])=[O:7])=[CH:4][C:3]=1[S:11]([Cl:14])(=[O:12])=[O:13], predict the reactants needed to synthesize it. The reactants are: [Br:1][C:2]1[CH:10]=[CH:9][C:5]([C:6]([OH:8])=[O:7])=[CH:4][C:3]=1[S:11]([Cl:14])(=[O:13])=[O:12].O=S(Cl)Cl.[CH3:19]O. (3) Given the product [CH:1]1([Mg:5][Br:6])[CH2:3][CH2:2]1.[Br:6][C:7]1[CH:14]=[CH:13][C:10]([CH:11]([CH:1]2[CH2:3][CH2:2]2)[OH:12])=[CH:9][CH:8]=1, predict the reactants needed to synthesize it. The reactants are: [CH:1]1(Br)[CH2:3][CH2:2]1.[Mg:5].[Br:6][C:7]1[CH:14]=[CH:13][C:10]([CH:11]=[O:12])=[CH:9][CH:8]=1.[Cl-].[NH4+]. (4) Given the product [CH3:23][O:22][CH2:21][N:19]1[CH:20]=[C:16]([NH:15][C:7]([CH:4]2[CH2:3][CH2:2][O:1][CH2:6][CH2:5]2)=[O:9])[N:17]=[C:18]1[C:24]([O:26][CH2:27][CH3:28])=[O:25], predict the reactants needed to synthesize it. The reactants are: [O:1]1[CH2:6][CH2:5][CH:4]([C:7]([OH:9])=O)[CH2:3][CH2:2]1.S(Cl)(Cl)(=O)=O.[NH2:15][C:16]1[N:17]=[C:18]([C:24]([O:26][CH2:27][CH3:28])=[O:25])[N:19]([CH2:21][O:22][CH3:23])[CH:20]=1.C(N(CC)CC)C. (5) Given the product [C:13]([O:12][CH2:8][CH2:9][CH2:10][CH2:11][O:3][CH2:2][CH2:1][OH:4])([C:20]1[CH:21]=[CH:22][CH:23]=[CH:24][CH:25]=1)([C:26]1[CH:31]=[CH:30][CH:29]=[CH:28][CH:27]=1)[C:14]1[CH:15]=[CH:16][CH:17]=[CH:18][CH:19]=1, predict the reactants needed to synthesize it. The reactants are: [CH2:1]([OH:4])[CH2:2][OH:3].[H-].[Na+].Br[CH:8]([O:12][C:13]([C:26]1[CH:31]=[CH:30][CH:29]=[CH:28][CH:27]=1)([C:20]1[CH:25]=[CH:24][CH:23]=[CH:22][CH:21]=1)[C:14]1[CH:19]=[CH:18][CH:17]=[CH:16][CH:15]=1)[CH2:9][CH2:10][CH3:11].